Dataset: Catalyst prediction with 721,799 reactions and 888 catalyst types from USPTO. Task: Predict which catalyst facilitates the given reaction. (1) Reactant: [F:1][C:2]1[CH:7]=[CH:6][C:5]([S:8]([NH:11][C:12]2[C:21]([C:22]([OH:24])=[O:23])=[C:20]3[C:15]([CH:16]4[CH2:25][CH:17]4[CH2:18][O:19]3)=[CH:14][CH:13]=2)(=[O:10])=[O:9])=[C:4]([CH:26]=[CH2:27])[CH:3]=1.[CH2:28]([N:30]1[CH2:34][CH2:33][C@@H:32]([NH2:35])[CH2:31]1)[CH3:29]. Product: [CH2:28]([N:30]1[CH2:34][CH2:33][C@@H:32]([NH:35][CH2:27][CH2:26][C:4]2[CH:3]=[C:2]([F:1])[CH:7]=[CH:6][C:5]=2[S:8]([NH:11][C:12]2[C:21]([C:22]([OH:24])=[O:23])=[C:20]3[C:15]([CH:16]4[CH2:25][CH:17]4[CH2:18][O:19]3)=[CH:14][CH:13]=2)(=[O:9])=[O:10])[CH2:31]1)[CH3:29]. The catalyst class is: 746. (2) Reactant: [C:1]([C:5]1[CH:6]=[C:7]([C:22](=[O:24])[CH3:23])[CH:8]=[C:9]([CH2:11][O:12][CH2:13][CH2:14][O:15]C2CCCCO2)[CH:10]=1)([CH3:4])([CH3:3])[CH3:2].[Br-].[Br-].[Br-].C1([N+](C)(C)C)C=CC=CC=1.C1([N+](C)(C)C)C=CC=CC=1.C1([N+](C)(C)C)C=CC=CC=1.C(Cl)[Cl:59]. Product: [C:1]([C:5]1[CH:6]=[C:7]([C:22](=[O:24])[CH2:23][Cl:59])[CH:8]=[C:9]([CH2:11][O:12][CH2:13][CH2:14][OH:15])[CH:10]=1)([CH3:4])([CH3:3])[CH3:2]. The catalyst class is: 92. (3) Reactant: C(OC([NH:11][CH:12]1[N:18]=[C:17]([C:19]2[CH:24]=[CH:23][CH:22]=[CH:21][CH:20]=2)[C:16]2[CH:25]=[CH:26][CH:27]=[CH:28][C:15]=2[N:14]([CH2:29][CH2:30][CH2:31][C:32]([F:35])([F:34])[F:33])[C:13]1=[O:36])=O)C1C=CC=CC=1. Product: [NH2:11][CH:12]1[N:18]=[C:17]([C:19]2[CH:20]=[CH:21][CH:22]=[CH:23][CH:24]=2)[C:16]2[CH:25]=[CH:26][CH:27]=[CH:28][C:15]=2[N:14]([CH2:29][CH2:30][CH2:31][C:32]([F:34])([F:33])[F:35])[C:13]1=[O:36]. The catalyst class is: 2. (4) Reactant: C(OC([N:8]1[CH2:14][CH2:13][CH2:12][CH:11]([O:15][CH2:16][C:17]2[C:18]([C:25]3[C:30]([Cl:31])=[CH:29][CH:28]=[CH:27][C:26]=3[Cl:32])=[N:19][O:20][C:21]=2[CH:22]2[CH2:24][CH2:23]2)[CH2:10][CH2:9]1)=O)(C)(C)C.FC(F)(F)C(O)=O. Product: [CH:22]1([C:21]2[O:20][N:19]=[C:18]([C:25]3[C:26]([Cl:32])=[CH:27][CH:28]=[CH:29][C:30]=3[Cl:31])[C:17]=2[CH2:16][O:15][CH:11]2[CH2:12][CH2:13][CH2:14][NH:8][CH2:9][CH2:10]2)[CH2:23][CH2:24]1. The catalyst class is: 4.